From a dataset of M1 muscarinic receptor antagonist screen with 61,756 compounds. Binary Classification. Given a drug SMILES string, predict its activity (active/inactive) in a high-throughput screening assay against a specified biological target. (1) The molecule is OC(=O)Cn1nc2CCCCCc2c1. The result is 0 (inactive). (2) The molecule is o1c(C(N(C)C)CNC(=O)CC(NC(=O)C)c2ccccc2)ccc1. The result is 0 (inactive). (3) The molecule is S(=O)(=O)(N1CCN(CC1)C)c1ccc(Sc2n(c(nn2)c2sccc2)c2ccccc2)nc1. The result is 0 (inactive). (4) The result is 0 (inactive). The compound is O(c1c(OCC)cc(cc1OCC)c1onc(n1)c1cc(OC)c(OC)c(OC)c1)CC. (5) The molecule is s1nc(nc1NC)CC(=O)C. The result is 0 (inactive).